Dataset: Forward reaction prediction with 1.9M reactions from USPTO patents (1976-2016). Task: Predict the product of the given reaction. Given the reactants C[O-].[Na+].[CH3:4][C:5]1[CH:10]([C:11]([O:13][CH3:14])=[O:12])[CH2:9][CH2:8][C:7](=[O:15])[C:6]=1C(OC)=O, predict the reaction product. The product is: [CH3:4][C:5]1[CH:10]([C:11]([O:13][CH3:14])=[O:12])[CH2:9][CH2:8][C:7](=[O:15])[CH:6]=1.